From a dataset of Reaction yield outcomes from USPTO patents with 853,638 reactions. Predict the reaction yield, written as a fraction of the theoretical maximum amount of product (1.0 means a 100% yield; for example, 0.34 means a 34% yield). (1) The reactants are [CH:1]1([CH2:6][CH:7]([C:11]2[CH:16]=[CH:15][C:14](F)=[C:13]([C:18]([F:21])([F:20])[F:19])[CH:12]=2)[C:8]([OH:10])=[O:9])[CH2:5][CH2:4][CH2:3][CH2:2]1.[CH3:22][S-:23].[Na+].Cl. The catalyst is CN(C)C=O. The product is [CH:1]1([CH2:6][CH:7]([C:11]2[CH:16]=[CH:15][C:14]([S:23][CH3:22])=[C:13]([C:18]([F:21])([F:20])[F:19])[CH:12]=2)[C:8]([OH:10])=[O:9])[CH2:5][CH2:4][CH2:3][CH2:2]1. The yield is 0.824. (2) The reactants are [H-].[Na+].[CH2:3]([OH:10])[C:4]1[CH:9]=[CH:8][CH:7]=[CH:6][CH:5]=1.Cl[CH2:12][C:13]1[C:22]([C:23]2[CH:28]=[CH:27][CH:26]=[CH:25][C:24]=2[O:29][CH3:30])=[CH:21][CH:20]=[C:19]2[C:14]=1[C:15]([CH3:33])=[CH:16][C:17]([CH3:32])([CH3:31])[NH:18]2.C(OCC)(=O)C. The catalyst is O1CCCC1. The product is [CH2:3]([O:10][CH2:12][C:13]1[C:22]([C:23]2[CH:28]=[CH:27][CH:26]=[CH:25][C:24]=2[O:29][CH3:30])=[CH:21][CH:20]=[C:19]2[C:14]=1[C:15]([CH3:33])=[CH:16][C:17]([CH3:32])([CH3:31])[NH:18]2)[C:4]1[CH:9]=[CH:8][CH:7]=[CH:6][CH:5]=1. The yield is 0.0700. (3) The yield is 0.447. The reactants are Br[C:2]1[C:7]([N:8]([CH2:23][O:24][CH3:25])[S:9]([C:12]2[CH:17]=[CH:16][C:15]([Cl:18])=[C:14]([C:19]([F:22])([F:21])[F:20])[CH:13]=2)(=[O:11])=[O:10])=[CH:6][C:5]([CH3:26])=[CH:4][N:3]=1.C([Mg]Cl)(C)C.CN(C)[CH:34]=[O:35]. The product is [Cl:18][C:15]1[CH:16]=[CH:17][C:12]([S:9]([N:8]([C:7]2[C:2]([CH:34]=[O:35])=[N:3][CH:4]=[C:5]([CH3:26])[CH:6]=2)[CH2:23][O:24][CH3:25])(=[O:11])=[O:10])=[CH:13][C:14]=1[C:19]([F:22])([F:21])[F:20]. The catalyst is C1COCC1. (4) The reactants are CS(O[CH2:6][CH:7]1[S:11][C:10]([C:12]2[NH:13][C:14]3[C:19]([CH:20]=2)=[CH:18][CH:17]=[CH:16][C:15]=3[N:21]([CH3:31])[S:22]([C:25]2[CH:30]=[CH:29][CH:28]=[CH:27][N:26]=2)(=[O:24])=[O:23])=[N:9][CH2:8]1)(=O)=O.[NH:32]1[CH:36]=[N:35][CH:34]=[N:33]1.C(=O)([O-])[O-].[K+].[K+].CN(C)C=O. The catalyst is O. The product is [CH3:31][N:21]([C:15]1[CH:16]=[CH:17][CH:18]=[C:19]2[C:14]=1[NH:13][C:12]([C:10]1[S:11][CH:7]([CH2:6][N:32]3[CH:36]=[N:35][CH:34]=[N:33]3)[CH2:8][N:9]=1)=[CH:20]2)[S:22]([C:25]1[CH:30]=[CH:29][CH:28]=[CH:27][N:26]=1)(=[O:24])=[O:23]. The yield is 0.590. (5) The reactants are [C:1]([C:5]1[CH:9]=[C:8]([NH2:10])[N:7]([C:11]2[CH:16]=[CH:15][CH:14]=[CH:13][CH:12]=2)[N:6]=1)([CH3:4])([CH3:3])[CH3:2].Cl[C:18]([O:20][C:21]1[CH:26]=[CH:25][CH:24]=[CH:23][CH:22]=1)=[O:19].C([O-])([O-])=O.[K+].[K+]. The catalyst is C1COCC1. The product is [C:1]([C:5]1[CH:9]=[C:8]([NH:10][C:18](=[O:19])[O:20][C:21]2[CH:26]=[CH:25][CH:24]=[CH:23][CH:22]=2)[N:7]([C:11]2[CH:16]=[CH:15][CH:14]=[CH:13][CH:12]=2)[N:6]=1)([CH3:4])([CH3:2])[CH3:3]. The yield is 0.420.